This data is from Peptide-MHC class I binding affinity with 185,985 pairs from IEDB/IMGT. The task is: Regression. Given a peptide amino acid sequence and an MHC pseudo amino acid sequence, predict their binding affinity value. This is MHC class I binding data. (1) The peptide sequence is AVEGGLYPV. The MHC is HLA-A03:01 with pseudo-sequence HLA-A03:01. The binding affinity (normalized) is 0.213. (2) The peptide sequence is TPKYKFVRI. The MHC is HLA-B51:01 with pseudo-sequence HLA-B51:01. The binding affinity (normalized) is 0.105. (3) The peptide sequence is GVRQFSGWM. The MHC is HLA-B46:01 with pseudo-sequence HLA-B46:01. The binding affinity (normalized) is 0.0847. (4) The peptide sequence is FTFKYAAAF. The MHC is Mamu-B17 with pseudo-sequence Mamu-B17. The binding affinity (normalized) is 0.364. (5) The peptide sequence is VVFSTSDGK. The MHC is HLA-A11:01 with pseudo-sequence HLA-A11:01. The binding affinity (normalized) is 0.359.